Dataset: Reaction yield outcomes from USPTO patents with 853,638 reactions. Task: Predict the reaction yield, written as a fraction of the theoretical maximum amount of product (1.0 means a 100% yield; for example, 0.34 means a 34% yield). The yield is 0.300. The product is [CH3:23][O:22][C:20](=[O:21])[CH2:19][C@@H:18]1[C@H:16]([C:15]([OH:3])=[O:14])[C:17]1([CH3:25])[CH3:24]. The catalyst is CC(C)=O. The reactants are CC(C)=[O:3].OS(O)(=O)=O.O=[Cr](=O)=O.[OH:14][CH2:15][C@H:16]1[C@@H:18]([CH2:19][C:20]([O:22][CH3:23])=[O:21])[C:17]1([CH3:25])[CH3:24].